From a dataset of Forward reaction prediction with 1.9M reactions from USPTO patents (1976-2016). Predict the product of the given reaction. (1) Given the reactants [F:1][C:2]([F:17])([F:16])[C:3]1[N:4]=[CH:5][N:6]([CH2:8][O:9][CH2:10][CH2:11][Si:12]([CH3:15])([CH3:14])[CH3:13])[CH:7]=1.[Li]CCCC.CN([CH:26]=[O:27])C, predict the reaction product. The product is: [F:17][C:2]([F:16])([F:1])[C:3]1[N:4]=[C:5]([CH:26]=[O:27])[N:6]([CH2:8][O:9][CH2:10][CH2:11][Si:12]([CH3:13])([CH3:14])[CH3:15])[CH:7]=1. (2) Given the reactants [CH3:1][O:2][C:3](=[O:55])[C@@H:4]([NH:20][C:21]([C@@H:23]1[CH2:36][C:35]2[CH:34]=[C:33]3[C:28]([O:29][C@@H:30]([C:39]4[CH:44]=[CH:43][C:42]([OH:45])=[CH:41][CH:40]=4)[C:31](=[O:38])[N:32]3[CH3:37])=[CH:27][C:26]=2[CH2:25][N:24]1[C@@H:46]([C:49]1[CH:54]=[CH:53][CH:52]=[CH:51][CH:50]=1)[CH2:47][CH3:48])=[O:22])[CH2:5][C:6]1[CH:11]=[CH:10][C:9]([C:12]2[CH:17]=[CH:16][C:15]([C:18]#[N:19])=[CH:14][CH:13]=2)=[CH:8][CH:7]=1.[Cl:56][C:57]1[CH:58]=[C:59]([CH:62]=[CH:63][C:64]=1[Cl:65])[CH2:60]Br.C(=O)([O-])[O-].[K+].[K+].C(=O)(O)[O-].[Na+], predict the reaction product. The product is: [CH3:1][O:2][C:3](=[O:55])[C@@H:4]([NH:20][C:21]([C@@H:23]1[CH2:36][C:35]2[CH:34]=[C:33]3[C:28]([O:29][C@@H:30]([C:39]4[CH:40]=[CH:41][C:42]([O:45][CH2:60][C:59]5[CH:62]=[CH:63][C:64]([Cl:65])=[C:57]([Cl:56])[CH:58]=5)=[CH:43][CH:44]=4)[C:31](=[O:38])[N:32]3[CH3:37])=[CH:27][C:26]=2[CH2:25][N:24]1[C@@H:46]([C:49]1[CH:50]=[CH:51][CH:52]=[CH:53][CH:54]=1)[CH2:47][CH3:48])=[O:22])[CH2:5][C:6]1[CH:11]=[CH:10][C:9]([C:12]2[CH:13]=[CH:14][C:15]([C:18]#[N:19])=[CH:16][CH:17]=2)=[CH:8][CH:7]=1. (3) The product is: [CH3:14][N:13]([CH2:12][C:10]1[O:11][C:7]2[CH:6]=[C:5]([C:3]([NH:18][NH2:19])=[O:2])[CH:17]=[CH:16][C:8]=2[CH:9]=1)[CH3:15]. Given the reactants C[O:2][C:3]([C:5]1[CH:17]=[CH:16][C:8]2[CH:9]=[C:10]([CH2:12][N:13]([CH3:15])[CH3:14])[O:11][C:7]=2[CH:6]=1)=O.[NH2:18][NH2:19], predict the reaction product. (4) Given the reactants [OH:1][C:2]1[C:7]([C:8]#[N:9])=[CH:6][N:5]=[CH:4][CH:3]=1.[I:10]I.[OH-].[Na+], predict the reaction product. The product is: [OH:1][C:2]1[C:7]([C:8]#[N:9])=[CH:6][N:5]=[CH:4][C:3]=1[I:10].